From a dataset of Catalyst prediction with 721,799 reactions and 888 catalyst types from USPTO. Predict which catalyst facilitates the given reaction. (1) Reactant: Br[C:2]1[C:3]2[C:8]([C:9]([Br:16])=[C:10]3[C:15]=1[CH:14]=[CH:13][CH:12]=[CH:11]3)=[CH:7][CH:6]=[CH:5][CH:4]=2.[CH:17]1[C:26]2[C:21](=[CH:22][CH:23]=[CH:24][CH:25]=2)[CH:20]=[CH:19][C:18]=1B(O)O.C([O-])([O-])=O.[Na+].[Na+].CCO. Product: [Br:16][C:9]1[C:10]2[C:15]([C:2]([C:19]3[CH:18]=[CH:17][C:26]4[C:21](=[CH:22][CH:23]=[CH:24][CH:25]=4)[CH:20]=3)=[C:3]3[C:8]=1[CH:7]=[CH:6][CH:5]=[CH:4]3)=[CH:14][CH:13]=[CH:12][CH:11]=2. The catalyst class is: 206. (2) The catalyst class is: 3. Reactant: [NH2:1][C:2]1[CH:3]=[C:4]([NH:16][C:17](=[O:19])[CH3:18])[CH:5]=[C:6]([C:8]2[CH:13]=[CH:12][C:11]([F:14])=[CH:10][C:9]=2[F:15])[CH:7]=1.F[C:21]1[CH:30]=[CH:29][C:24]([C:25]([O:27][CH3:28])=[O:26])=[CH:23][C:22]=1[N+:31]([O-:33])=[O:32].[F-].[K+]. Product: [C:17]([NH:16][C:4]1[CH:3]=[C:2]([NH:1][C:21]2[CH:30]=[CH:29][C:24]([C:25]([O:27][CH3:28])=[O:26])=[CH:23][C:22]=2[N+:31]([O-:33])=[O:32])[CH:7]=[C:6]([C:8]2[CH:13]=[CH:12][C:11]([F:14])=[CH:10][C:9]=2[F:15])[CH:5]=1)(=[O:19])[CH3:18]. (3) Reactant: C(N(CC)C([CH2:6][C:7]1[CH:8]=[CH:9][CH:10]=[C:11]2[C:15]=1[NH:14][CH:13]=[C:12]2[CH2:16][CH2:17][NH:18][C@@H:19]([CH3:29])[C@H:20]([OH:28])[C:21]1[CH:26]=[CH:25][C:24]([OH:27])=[CH:23][CH:22]=1)=O)C.P([O-])([O-])(O)=O.[Na+].[Na+].F[B-](F)(F)F.[CH2:44]([O+:46](CC)CC)[CH3:45].C(Cl)Cl.C(=O)([O-])[OH:55].[Na+]. Product: [OH:28][C@H:20]([C:21]1[CH:26]=[CH:25][C:24]([OH:27])=[CH:23][CH:22]=1)[C@@H:19]([NH:18][CH2:17][CH2:16][C:12]1[C:11]2[C:15](=[C:7]([C:6]([O:46][CH2:44][CH3:45])=[O:55])[CH:8]=[CH:9][CH:10]=2)[NH:14][CH:13]=1)[CH3:29]. The catalyst class is: 10. (4) Reactant: [F:1][C:2]1[CH:27]=[CH:26][CH:25]=[CH:24][C:3]=1[O:4][C:5]1[N:6]=[CH:7][C:8]2[N:13]=[C:12]([C:14]3[CH:19]=[C:18]([CH3:20])[C:17]([O:21]C)=[C:16]([CH3:23])[CH:15]=3)[O:11][C:9]=2[N:10]=1.B(Br)(Br)Br.C(=O)([O-])O.[Na+]. Product: [F:1][C:2]1[CH:27]=[CH:26][CH:25]=[CH:24][C:3]=1[O:4][C:5]1[N:6]=[CH:7][C:8]2[N:13]=[C:12]([C:14]3[CH:15]=[C:16]([CH3:23])[C:17]([OH:21])=[C:18]([CH3:20])[CH:19]=3)[O:11][C:9]=2[N:10]=1. The catalyst class is: 4. (5) Reactant: [CH2:1]([N:5]([CH2:17][C:18]([F:21])([F:20])[F:19])[C:6]1[CH:16]=[CH:15][C:9]([C:10](OCC)=[O:11])=[CH:8][CH:7]=1)[CH2:2][CH2:3][CH3:4].[H-].[Al+3].[Li+].[H-].[H-].[H-].O1CCCC1. Product: [CH2:1]([N:5]([CH2:17][C:18]([F:19])([F:20])[F:21])[C:6]1[CH:16]=[CH:15][C:9]([CH2:10][OH:11])=[CH:8][CH:7]=1)[CH2:2][CH2:3][CH3:4]. The catalyst class is: 7. (6) Reactant: C[Si](C)(C)[N-][Si](C)(C)C.[Li+].C1COCC1.CN1CCN(C)C1=O.[C:24]([O:28][C:29]([N:31]([C:44]1[CH:49]=[CH:48][C:47]([C:50]2[O:54][CH:53]=[N:52][CH:51]=2)=[CH:46][CH:45]=1)[N:32]=[CH:33][C:34]1[CH:39]=[CH:38][C:37]([CH2:40][N:41]([CH3:43])[CH3:42])=[CH:36][CH:35]=1)=[O:30])([CH3:27])([CH3:26])[CH3:25].[I:55]I.[Cl-].[NH4+]. Product: [C:24]([O:28][C:29]([N:31]([C:44]1[CH:49]=[CH:48][C:47]([C:50]2[O:54][CH:53]=[N:52][C:51]=2[I:55])=[CH:46][CH:45]=1)[N:32]=[CH:33][C:34]1[CH:35]=[CH:36][C:37]([CH2:40][N:41]([CH3:43])[CH3:42])=[CH:38][CH:39]=1)=[O:30])([CH3:27])([CH3:25])[CH3:26]. The catalyst class is: 1. (7) Product: [C:13]1([C:10]2[C:26]3[CH2:25][CH2:24][CH2:23][CH2:22][CH2:21][CH2:20][C:19]=3[C:7]([C:1]3[CH:2]=[CH:3][CH:4]=[CH:5][CH:6]=3)=[N:8][N:9]=2)[CH:18]=[CH:17][CH:16]=[CH:15][CH:14]=1. Reactant: [C:1]1([C:7]2[N:8]=[N:9][C:10]([C:13]3[CH:18]=[CH:17][CH:16]=[CH:15][CH:14]=3)=NN=2)[CH:6]=[CH:5][CH:4]=[CH:3][CH:2]=1.[CH:19]1=[CH:20][CH2:21][CH2:22][CH2:23][CH2:24][CH2:25][CH2:26]1. The catalyst class is: 1. (8) Reactant: [NH2:1][C:2]1[C:3]([NH:21][CH3:22])=[N:4][C:5]([NH:8][C:9]2[CH:14]=[CH:13][C:12]([N:15]3[CH2:20][CH2:19][O:18][CH2:17][CH2:16]3)=[CH:11][CH:10]=2)=[N:6][CH:7]=1.[Cl:23][C:24]1[CH:25]=[N:26][CH:27]=[C:28]([Cl:37])[C:29]=1[C:30](=O)[C:31]([O:33]CC)=O.CC(O)=O. Product: [Cl:37][C:28]1[CH:27]=[N:26][CH:25]=[C:24]([Cl:23])[C:29]=1[C:30]1[C:31](=[O:33])[N:21]([CH3:22])[C:3]2[N:4]=[C:5]([NH:8][C:9]3[CH:14]=[CH:13][C:12]([N:15]4[CH2:20][CH2:19][O:18][CH2:17][CH2:16]4)=[CH:11][CH:10]=3)[N:6]=[CH:7][C:2]=2[N:1]=1. The catalyst class is: 141.